The task is: Predict the product of the given reaction.. This data is from Forward reaction prediction with 1.9M reactions from USPTO patents (1976-2016). (1) Given the reactants [I:1]N1C(=O)CCC1=O.[CH3:9][N:10]1[C:14]2=[N:15][CH:16]=[C:17]([N+:20]([O-:22])=[O:21])[C:18]([CH3:19])=[C:13]2[CH:12]=[CH:11]1.O, predict the reaction product. The product is: [I:1][C:12]1[C:13]2[C:14](=[N:15][CH:16]=[C:17]([N+:20]([O-:22])=[O:21])[C:18]=2[CH3:19])[N:10]([CH3:9])[CH:11]=1. (2) The product is: [CH3:18][O:17][C:11]1[CH:10]=[C:9]([NH:8][C:6]2[C:5]([F:19])=[CH:4][N:3]=[C:2]([NH:24][C:23]3[CH:25]=[CH:26][CH:27]=[C:21]([OH:20])[CH:22]=3)[N:7]=2)[CH:14]=[CH:13][C:12]=1[O:15][CH3:16]. Given the reactants Cl[C:2]1[N:7]=[C:6]([NH:8][C:9]2[CH:14]=[CH:13][C:12]([O:15][CH3:16])=[C:11]([O:17][CH3:18])[CH:10]=2)[C:5]([F:19])=[CH:4][N:3]=1.[OH:20][C:21]1[CH:22]=[C:23]([CH:25]=[CH:26][CH:27]=1)[NH2:24], predict the reaction product. (3) Given the reactants Br[C:2]1[N:6]2[C:7]3[C:12]([N:13]=[C:14]([CH3:15])[C:5]2=[C:4]([C:18]([F:21])([F:20])[F:19])[N:3]=1)=[CH:11][CH:10]=[C:9]([O:16][CH3:17])[N:8]=3.[CH3:22][C:23]1[CH:28]=[CH:27][CH:26]=[CH:25][C:24]=1B(O)O, predict the reaction product. The product is: [CH3:17][O:16][C:9]1[CH:10]=[CH:11][C:12]2[N:13]=[C:14]([CH3:15])[C:5]3[N:6]([C:2]([C:24]4[CH:25]=[CH:26][CH:27]=[CH:28][C:23]=4[CH3:22])=[N:3][C:4]=3[C:18]([F:21])([F:20])[F:19])[C:7]=2[N:8]=1. (4) Given the reactants [CH3:1][C:2]1[S:3][C:4]([NH:9][C:10]2[CH:15]=[CH:14][CH:13]=[CH:12][C:11]=2[N+:16]([O-])=O)=[C:5]([C:7]#[N:8])[N:6]=1.O.[Sn](Cl)[Cl:21], predict the reaction product. The product is: [ClH:21].[CH3:1][C:2]1[S:3][C:4]2[NH:9][C:10]3[CH:15]=[CH:14][CH:13]=[CH:12][C:11]=3[N:16]=[C:7]([NH2:8])[C:5]=2[N:6]=1. (5) The product is: [Cl:5][CH2:4][CH2:3][CH2:2][N:6]1[CH2:11][CH2:10][O:9][CH2:8][CH2:7]1. Given the reactants Br[CH2:2][CH2:3][CH2:4][Cl:5].[NH:6]1[CH2:11][CH2:10][O:9][CH2:8][CH2:7]1, predict the reaction product.